From a dataset of Forward reaction prediction with 1.9M reactions from USPTO patents (1976-2016). Predict the product of the given reaction. (1) Given the reactants [Cl:1][C:2]1[CH:3]=[CH:4][C:5]([NH:8][C:9](=[O:29])[C:10]2[CH:15]=[C:14](I)[CH:13]=[CH:12][C:11]=2[NH:17][C:18]([CH:20]2[CH2:25][CH2:24][N:23]([CH:26]([CH3:28])[CH3:27])[CH2:22][CH2:21]2)=[O:19])=[N:6][CH:7]=1.[C:30]1(B(O)O)[CH:35]=[CH:34][CH:33]=[CH:32][CH:31]=1.O.C(=O)([O-])[O-].[Na+].[Na+], predict the reaction product. The product is: [ClH:1].[Cl:1][C:2]1[CH:3]=[CH:4][C:5]([NH:8][C:9](=[O:29])[C:10]2[CH:15]=[C:14]([C:30]3[CH:35]=[CH:34][CH:33]=[CH:32][CH:31]=3)[CH:13]=[CH:12][C:11]=2[NH:17][C:18]([CH:20]2[CH2:25][CH2:24][N:23]([CH:26]([CH3:28])[CH3:27])[CH2:22][CH2:21]2)=[O:19])=[N:6][CH:7]=1. (2) Given the reactants C([C:3](=P(C1C=CC=CC=1)(C1C=CC=CC=1)C1C=CC=CC=1)[C:4]([C@@H:6]([NH:11][C:12](=[O:27])[O:13][CH2:14][C:15]1([CH2:19][C:20]2[CH:25]=[CH:24][C:23]([F:26])=[CH:22][CH:21]=2)[CH2:18][CH2:17][CH2:16]1)[CH2:7][CH2:8][CH2:9][CH3:10])=[O:5])#N.[O:47]=[O+][O-].[NH2:50][C:51]1[CH:55]=[CH:54][NH:53][N:52]=1, predict the reaction product. The product is: [O:47]=[C:3]([NH:50][C:51]1[NH:52][N:53]=[CH:54][CH:55]=1)[C:4]([C@@H:6]([NH:11][C:12](=[O:27])[O:13][CH2:14][C:15]1([CH2:19][C:20]2[CH:21]=[CH:22][C:23]([F:26])=[CH:24][CH:25]=2)[CH2:18][CH2:17][CH2:16]1)[CH2:7][CH2:8][CH2:9][CH3:10])=[O:5].